Dataset: Reaction yield outcomes from USPTO patents with 853,638 reactions. Task: Predict the reaction yield, written as a fraction of the theoretical maximum amount of product (1.0 means a 100% yield; for example, 0.34 means a 34% yield). (1) The reactants are [C:1]([C:4]1[CH:13]=[CH:12][C:11]([OH:14])=[C:10]2[C:5]=1[CH:6]=[CH:7][C:8](=[O:15])[NH:9]2)(=[O:3])[CH3:2].C(=O)(O)[O-].[Na+].Cl[CH2:22][C:23]1[CH:28]=[CH:27][C:26]([O:29][CH3:30])=[CH:25][CH:24]=1. The catalyst is CN(C)C=O.[I-].[Na+]. The product is [C:1]([C:4]1[CH:13]=[CH:12][C:11]([O:14][CH2:22][C:23]2[CH:28]=[CH:27][C:26]([O:29][CH3:30])=[CH:25][CH:24]=2)=[C:10]2[C:5]=1[CH:6]=[CH:7][C:8](=[O:15])[NH:9]2)(=[O:3])[CH3:2]. The yield is 0.810. (2) The reactants are [NH2:1][CH2:2][C@@H:3]1[CH2:7][CH2:6][N:5]([C:8]([O:10][C:11]([CH3:14])([CH3:13])[CH3:12])=[O:9])[CH2:4]1.C(N(C(C)C)CC)(C)C.[F:24][C:25]([F:36])([F:35])[C:26](O[C:26](=[O:27])[C:25]([F:36])([F:35])[F:24])=[O:27]. The catalyst is C(Cl)Cl. The product is [F:24][C:25]([F:36])([F:35])[C:26]([NH:1][CH2:2][C@@H:3]1[CH2:7][CH2:6][N:5]([C:8]([O:10][C:11]([CH3:14])([CH3:13])[CH3:12])=[O:9])[CH2:4]1)=[O:27]. The yield is 0.990. (3) The reactants are [N+:1]([C:4]1[CH:13]=[C:12]2[C:7]([CH2:8][CH2:9][CH2:10][CH:11]2[OH:14])=[CH:6][CH:5]=1)([O-])=O. The catalyst is CO. The product is [NH2:1][C:4]1[CH:13]=[C:12]2[C:7]([CH2:8][CH2:9][CH2:10][CH:11]2[OH:14])=[CH:6][CH:5]=1. The yield is 0.950. (4) The reactants are Br[CH2:2][C:3]1[C:8]([F:9])=[C:7]([F:10])[N:6]=[C:5]([F:11])[C:4]=1[Cl:12].[C:13]([O-:21])(=[O:20])[C:14]1[CH:19]=[CH:18][CH:17]=[CH:16][CH:15]=1.[Na+]. The catalyst is CN(C=O)C.CCOCC. The product is [Cl:12][C:4]1[C:5]([F:11])=[N:6][C:7]([F:10])=[C:8]([F:9])[C:3]=1[CH2:2][O:21][C:13](=[O:20])[C:14]1[CH:19]=[CH:18][CH:17]=[CH:16][CH:15]=1. The yield is 0.660. (5) The reactants are C[O:2][C:3](=O)[CH2:4][C:5]([NH:7][C:8]1[CH:13]=[CH:12][C:11]([O:14][CH2:15][C:16]2[CH:21]=[CH:20][CH:19]=[CH:18][CH:17]=2)=[CH:10][CH:9]=1)=[O:6].[OH-].[NH4+:24]. No catalyst specified. The product is [CH2:15]([O:14][C:11]1[CH:12]=[CH:13][C:8]([NH:7][C:5](=[O:6])[CH2:4][C:3]([NH2:24])=[O:2])=[CH:9][CH:10]=1)[C:16]1[CH:21]=[CH:20][CH:19]=[CH:18][CH:17]=1. The yield is 0.850. (6) The reactants are [H-].[Na+].[CH3:3][O:4][C:5]1[CH:12]=[CH:11][CH:10]=[CH:9][C:6]=1[CH:7]=O.[CH3:13]S(C)=O. The catalyst is [Br-].C[P+](C1C=CC=CC=1)(C1C=CC=CC=1)C1C=CC=CC=1. The product is [CH3:3][O:4][C:5]1[CH:12]=[CH:11][CH:10]=[CH:9][C:6]=1[CH:7]=[CH2:13]. The yield is 0.611. (7) The yield is 0.950. The reactants are [NH2:1][S:2]([C:5]1[CH:18]=[CH:17][C:8]([C:9]([NH:11][C:12]2[CH:13]=[N:14][O:15][CH:16]=2)=[O:10])=[CH:7][CH:6]=1)(=[O:4])=[O:3].CN(C=O)C.[H][H]. The catalyst is [Ni].C(N(CC)CC)C. The product is [NH2:14][CH:13]=[C:12]([NH:11][C:9](=[O:10])[C:8]1[CH:7]=[CH:6][C:5]([S:2]([NH2:1])(=[O:4])=[O:3])=[CH:18][CH:17]=1)[CH:16]=[O:15]. (8) The reactants are [Cl:1][C:2]1[CH:7]=[CH:6][CH:5]=[C:4]([CH3:8])[C:3]=1I.Br[C:11]([F:18])([F:17])[C:12]([O:14][CH2:15][CH3:16])=[O:13].[NH4+].[Cl-]. The catalyst is CS(C)=O.O.[Cu]. The product is [Cl:1][C:2]1[CH:7]=[CH:6][CH:5]=[C:4]([CH3:8])[C:3]=1[C:11]([F:18])([F:17])[C:12]([O:14][CH2:15][CH3:16])=[O:13]. The yield is 0.810. (9) The reactants are FC(F)(F)S(O[C:7]1[CH:12]=[CH:11][C:10]([N:13]2[CH:18]=[C:17]([O:19][CH3:20])[C:16](=[O:21])[C:15]([C:22]3[N:26]([C:27]4[CH:32]=[CH:31][CH:30]=[CH:29][CH:28]=4)[N:25]=[CH:24][CH:23]=3)=[N:14]2)=[C:9]([F:33])[CH:8]=1)(=O)=O.[CH3:36][N:37]1[CH:41]=[C:40](B2OC(C)(C)C(C)(C)O2)[CH:39]=[N:38]1.C([O-])([O-])=O.[Na+].[Na+].COCCOC. The catalyst is C1C=CC([P]([Pd]([P](C2C=CC=CC=2)(C2C=CC=CC=2)C2C=CC=CC=2)([P](C2C=CC=CC=2)(C2C=CC=CC=2)C2C=CC=CC=2)[P](C2C=CC=CC=2)(C2C=CC=CC=2)C2C=CC=CC=2)(C2C=CC=CC=2)C2C=CC=CC=2)=CC=1.O. The product is [F:33][C:9]1[CH:8]=[C:7]([C:40]2[CH:39]=[N:38][N:37]([CH3:36])[CH:41]=2)[CH:12]=[CH:11][C:10]=1[N:13]1[CH:18]=[C:17]([O:19][CH3:20])[C:16](=[O:21])[C:15]([C:22]2[N:26]([C:27]3[CH:32]=[CH:31][CH:30]=[CH:29][CH:28]=3)[N:25]=[CH:24][CH:23]=2)=[N:14]1. The yield is 0.810.